Dataset: Full USPTO retrosynthesis dataset with 1.9M reactions from patents (1976-2016). Task: Predict the reactants needed to synthesize the given product. (1) The reactants are: [CH3:1][C:2]1[C:11]2[C:10](=[O:12])O[C:8]([C:13]3[CH:18]=[CH:17][CH:16]=[CH:15][C:14]=3[O:19]C(=O)C)=[N:7][C:6]=2[CH:5]=[CH:4][CH:3]=1.[F:23][C:24]1[CH:25]=[C:26]([CH2:30][CH2:31][NH2:32])[CH:27]=[CH:28][CH:29]=1. Given the product [F:23][C:24]1[CH:25]=[C:26]([CH2:30][CH2:31][N:32]2[C:10](=[O:12])[C:11]3[C:6](=[CH:5][CH:4]=[CH:3][C:2]=3[CH3:1])[N:7]=[C:8]2[C:13]2[CH:18]=[CH:17][CH:16]=[CH:15][C:14]=2[OH:19])[CH:27]=[CH:28][CH:29]=1, predict the reactants needed to synthesize it. (2) Given the product [CH3:15][N:16]([CH3:21])[CH2:17][CH2:18][CH2:19][NH:20][CH2:1][C:3]1[CH:14]=[CH:13][C:6]([O:7][CH2:8][C:9]([O:11][CH3:12])=[O:10])=[CH:5][CH:4]=1, predict the reactants needed to synthesize it. The reactants are: [CH:1]([C:3]1[CH:14]=[CH:13][C:6]([O:7][CH2:8][C:9]([O:11][CH3:12])=[O:10])=[CH:5][CH:4]=1)=O.[CH3:15][N:16]([CH3:21])[CH2:17][CH2:18][CH2:19][NH2:20].[BH4-].[Na+].C(=O)(O)[O-].[Na+]. (3) Given the product [Br:1][C:2]1[C:3]([C:7]([F:10])([F:9])[F:8])=[N:4][N:5]([CH2:22][C:23]([CH3:26])([OH:24])[CH3:25])[CH:6]=1, predict the reactants needed to synthesize it. The reactants are: [Br:1][C:2]1[C:3]([C:7]([F:10])([F:9])[F:8])=[N:4][NH:5][CH:6]=1.C([O-])([O-])=O.[K+].[K+].CN(C=O)C.[CH3:22][C:23]1([CH3:26])[CH2:25][O:24]1. (4) Given the product [CH2:24]([O:26][C:27](=[O:47])[CH:28]([C:32]1[CH:33]=[CH:34][C:35]([C:2]2[CH:7]=[CH:6][C:5]([C:8]3[O:12][N:11]=[C:10]([CH3:13])[C:9]=3[CH2:14][S:15][CH2:16][CH2:17][C:18]3[CH:23]=[CH:22][CH:21]=[CH:20][CH:19]=3)=[CH:4][CH:3]=2)=[CH:36][CH:37]=1)[CH:29]([CH3:31])[CH3:30])[CH3:25], predict the reactants needed to synthesize it. The reactants are: Br[C:2]1[CH:7]=[CH:6][C:5]([C:8]2[O:12][N:11]=[C:10]([CH3:13])[C:9]=2[CH2:14][S:15][CH2:16][CH2:17][C:18]2[CH:23]=[CH:22][CH:21]=[CH:20][CH:19]=2)=[CH:4][CH:3]=1.[CH2:24]([O:26][C:27](=[O:47])[CH:28]([C:32]1[CH:37]=[CH:36][C:35](B2OC(C)(C)C(C)(C)O2)=[CH:34][CH:33]=1)[CH:29]([CH3:31])[CH3:30])[CH3:25]. (5) Given the product [CH:1]1([C:7]2[C:8]([O:16][CH2:17][C:18]([F:21])([F:20])[F:19])=[N:9][CH:10]=[C:11]([CH:15]=2)[C:12]([NH:28][C:26]2[CH:27]=[N:22][CH:23]=[N:24][CH:25]=2)=[O:14])[CH2:2][CH2:3][CH2:4][CH2:5][CH2:6]1, predict the reactants needed to synthesize it. The reactants are: [CH:1]1([C:7]2[C:8]([O:16][CH2:17][C:18]([F:21])([F:20])[F:19])=[N:9][CH:10]=[C:11]([CH:15]=2)[C:12]([OH:14])=O)[CH2:6][CH2:5][CH2:4][CH2:3][CH2:2]1.[N:22]1[CH:27]=[C:26]([NH2:28])[CH:25]=[N:24][CH:23]=1. (6) Given the product [C:15]1([CH2:21][CH2:22][CH2:23][N:2]2[CH2:6][CH2:5][CH:4]([S:7][C:8]3[CH:9]=[C:10]([OH:14])[CH:11]=[CH:12][CH:13]=3)[CH2:3]2)[CH:20]=[CH:19][CH:18]=[CH:17][CH:16]=1, predict the reactants needed to synthesize it. The reactants are: Cl.[NH:2]1[CH2:6][CH2:5][CH:4]([S:7][C:8]2[CH:9]=[C:10]([OH:14])[CH:11]=[CH:12][CH:13]=2)[CH2:3]1.[C:15]1([CH2:21][CH2:22][CH:23]=O)[CH:20]=[CH:19][CH:18]=[CH:17][CH:16]=1. (7) Given the product [OH:8][CH2:7][CH:4]1[CH2:5][CH2:6][N:1]([C:9]([O:10][CH2:11][CH2:12][Si:13]([CH3:16])([CH3:15])[CH3:14])=[O:17])[CH2:2][CH2:3]1, predict the reactants needed to synthesize it. The reactants are: [NH:1]1[CH2:6][CH2:5][CH:4]([CH2:7][OH:8])[CH2:3][CH2:2]1.[C:9](=O)([O:17]C1C=CC([N+]([O-])=O)=CC=1)[O:10][CH2:11][CH2:12][Si:13]([CH3:16])([CH3:15])[CH3:14].C(N(CC)C(C)C)(C)C.